The task is: Binary Classification. Given a miRNA mature sequence and a target amino acid sequence, predict their likelihood of interaction.. This data is from Experimentally validated miRNA-target interactions with 360,000+ pairs, plus equal number of negative samples. (1) The miRNA is hsa-miR-577 with sequence UAGAUAAAAUAUUGGUACCUG. The protein sequence of the target gene is MAVRSRRPWMSVALGLVLGFTAASWLIAPRVAELSERKRRGSSLCSYYGRSAAGPRAGAQQPLPQPQSRPRQEQSPPPARQDLQGPPLPEAAPGITSFRSSPWQQPPPLQQRRRGREPEGATGLPGAPAAEGEPEEEDGGAAGQRRDGRPGSSHNGSGDGGAAAPSARPRDFLYVGVMTAQKYLGSRALAAQRTWARFIPGRVEFFSSQQPPNAGQPPPPLPVIALPGVDDSYPPQKKSFMMIKYMHDHYLDKYEWFMRADDDVYIKGDKLEEFLRSLNSSKPLYLGQTGLGNIEELGKL.... Result: 0 (no interaction). (2) The miRNA is hsa-miR-3685 with sequence UUUCCUACCCUACCUGAAGACU. The protein sequence of the target gene is MSQQGYVATPPYSQPQPGIGLSPPHYGHYGDPSHTASPTGMMKPAGPLGATATRGMLPPGPPPPGPHQFGQNGAHATGHPPQRFPGPPPVNNVASSHAPYQPSAQSSYPGPISTSSVTQLGSQLSAMQINSYGSGMAPPSQGPPGPLSATSLQTPPRPPQPSILQPGSQVLPPPPTTLNGPGASPLPLPMYRPDGLSGPPPPNAQYQPPPLPGQTLGAGYPPQQANSGPQMAGAQLSYPGGFPGGPAQMAGPPQPQKKLDPDSIPSPIQVIENDRASRGGQVYATNTRGQIPPLVTTDCM.... Result: 0 (no interaction). (3) The miRNA is hsa-miR-412-3p with sequence ACUUCACCUGGUCCACUAGCCGU. The protein sequence of the target gene is MERREEQPGAAGAGAAPALDFTVENVEKALHQLYYDPNIENKNLAQKWLMQAQVSPQAWHFSWQLLQPDKVPEIQYFGASALHIKISRYWSDIPTDQYESLKAQLFTQITRFASGSKIVLTRLCVALASLALSMMPDAWPCAVADMVRLFQAEDSPVDGQGRCLALLELLTVLPEEFQTSRLPQYRKGLVRTSLAVECGAVFPLLEQLLQQPSSPSCVRQKVLKCFSSWVQLEVPLQDCEALIQAAFAALQDSELFDSSVEAIVNAISQPDAQRYVNTLLKLIPLVLGLQEQLRQAVQNG.... Result: 1 (interaction). (4) The miRNA is mmu-miR-3090-3p with sequence UCCCAGGUGACACCCUGACUCA. The protein sequence of the target gene is MFQTFRKWFWSERYWLPPTIKWSDLEDHDGLVFVKASHLYITIPYAFLLMVVRYFFEKFVATPLANALGIKKTQHKIKPNAILENFFKHSTSKPSHTDIYGLAKKCNLTERQVERWLRIRQKQNKPCRLQKFQESCWRFTFYLLITMAGAVFLYDKPWAYDLWEVWNDYPRQPLLPSQYWYYILEMSFYWSLVFSLSTDIKRKDFLAHVIHHLAAISLMSFSWCANYIRSGTLVMFIHDISDIWLESAKMFSYAGWKQTCNTLFFIFTVVFFISRFIIFPFWILYCTLILPLHYLEPFFS.... Result: 0 (no interaction). (5) The protein sequence of the target gene is MASSVGNVADSTEPTKRMLSFQGLAELAHREYQAGDFEAAERHCMQLWRQEPDNTGVLLLLSSIHFQCRRLDRSAHFSTLAIKQNPLLAEAYSNLGNVYKERGQLQEAIEHYRHALRLKPDFIDGYINLAAALVAAGDMEGAVQAYVSALQYNPDLYCVRSDLGNLLKALGRLEEAKACYLKAIETQPNFAVAWSNLGCVFNAQGEIWLAIHHFEKAVTLDPNFLDAYINLGNVLKEARIFDRAVAAYLRALSLSPNHAVVHGNLACVYYEQGLIDLAIDTYRRAIELQPHFPDAYCNLA.... The miRNA is hsa-miR-92a-3p with sequence UAUUGCACUUGUCCCGGCCUGU. Result: 1 (interaction).